From a dataset of Full USPTO retrosynthesis dataset with 1.9M reactions from patents (1976-2016). Predict the reactants needed to synthesize the given product. (1) Given the product [C:4]([O-:7])(=[O:6])[CH3:5].[Na+:8].[C:9](=[O:10])([O-:12])[O-:11].[Na+:8].[Na+:8], predict the reactants needed to synthesize it. The reactants are: O.O.O.[C:4]([O-:7])(=[O:6])[CH3:5].[Na+:8].[C:9](=[O:12])([O-:11])[O-:10].[Na+].[Na+]. (2) Given the product [F:9][CH:10]([F:18])[C:11]1[CH:12]=[C:13]([NH:14][C:1]2[CH2:6][CH2:5][CH2:4][C:3](=[O:7])[CH:2]=2)[CH:15]=[CH:16][CH:17]=1, predict the reactants needed to synthesize it. The reactants are: [C:1]1(=O)[CH2:6][CH2:5][CH2:4][C:3](=[O:7])[CH2:2]1.[F:9][CH:10]([F:18])[C:11]1[CH:12]=[C:13]([CH:15]=[CH:16][CH:17]=1)[NH2:14].FC(F)(F)S([O-])(=O)=O.[Yb+3].FC(F)(F)S([O-])(=O)=O.FC(F)(F)S([O-])(=O)=O.CO.